This data is from Full USPTO retrosynthesis dataset with 1.9M reactions from patents (1976-2016). The task is: Predict the reactants needed to synthesize the given product. (1) Given the product [NH2:7][C@@H:8]1[C:17]2[C:12](=[CH:13][CH:14]=[CH:15][CH:16]=2)[C@H:11]([OH:18])[CH2:10][CH2:9]1, predict the reactants needed to synthesize it. The reactants are: [OH-].[Na+].FC(F)(F)C([NH:7][C@@H:8]1[C:17]2[C:12](=[CH:13][CH:14]=[CH:15][CH:16]=2)[C@H:11]([OH:18])[CH2:10][CH2:9]1)=O. (2) Given the product [Cl:1][C:2]1[CH:10]=[C:9]([C:11](=[O:12])[N:17]([CH3:18])[CH3:16])[CH:8]=[C:7]([Cl:14])[C:3]=1[C:4]([OH:6])=[O:5], predict the reactants needed to synthesize it. The reactants are: [Cl:1][C:2]1[CH:10]=[C:9]([C:11](O)=[O:12])[CH:8]=[C:7]([Cl:14])[C:3]=1[C:4]([OH:6])=[O:5].C1N=[CH:18][N:17](C(N2C=NC=C2)=O)[CH:16]=1.CNC.